This data is from Reaction yield outcomes from USPTO patents with 853,638 reactions. The task is: Predict the reaction yield, written as a fraction of the theoretical maximum amount of product (1.0 means a 100% yield; for example, 0.34 means a 34% yield). The reactants are [CH3:13][C:12]([O:11][C:9](O[C:9]([O:11][C:12]([CH3:15])([CH3:14])[CH3:13])=[O:10])=[O:10])([CH3:15])[CH3:14].[Br:16][C:17]1[CH:18]=[C:19]2[C:23](=[CH:24][CH:25]=1)[NH:22][CH:21]=[CH:20]2.CCN(CC)CC. The catalyst is ClCCl. The product is [Br:16][C:17]1[CH:18]=[C:19]2[C:23](=[CH:24][CH:25]=1)[N:22]([C:9]([O:11][C:12]([CH3:13])([CH3:14])[CH3:15])=[O:10])[CH:21]=[CH:20]2. The yield is 0.230.